From a dataset of Experimentally validated miRNA-target interactions with 360,000+ pairs, plus equal number of negative samples. Binary Classification. Given a miRNA mature sequence and a target amino acid sequence, predict their likelihood of interaction. (1) The miRNA is hsa-miR-410-5p with sequence AGGUUGUCUGUGAUGAGUUCG. The protein sequence of the target gene is MGFLHQLQLLLWKNVTLKRRSPWVLAFEIFIPLVLFFILLGLRQKKPTISVKEAFYTAAPLTSAGILPVMQSLCPDGQRDEFGFLQYANSTVTQLLERLDRVVEEGNLFDPARPSLGSELEALRQHLEALSAGPGTSGSHLDRSTVSSFSLDSVARNPQELWRFLTQNLSLPNSTAQALLAARVDPPEVYHLLFGPSSALDSQSGLHKGQEPWSRLGGNPLFRMEELLLAPALLEQLTCTPGSGELGRILTVPESQKGALQGYRDAVCSGQAAARARRFSGLSAELRNQLDVAKVSQQLG.... Result: 0 (no interaction). (2) The miRNA is ssc-miR-421-3p with sequence AUCAACAGACAUUAAUUGGGCGC. The protein sequence of the target gene is MKFISTSLLLMLLVSSLSPVQGVLEVYYTSLRCRCVQESSVFIPRRFIDRIQILPRGNGCPRKEIIVWKKNKSIVCVDPQAEWIQRMMEVLRKRSSSTLPVPVFKRKIP. Result: 0 (no interaction). (3) Result: 1 (interaction). The protein sequence of the target gene is MMAENNLKMLKIQQCVVANKLPRNRPYVCNICFKHFETPSKLARHYLIHTGQKPFECDVCHKTFRQLVHLERHQLTHSLPFKCSICQRHFKNLKTFVKHQQLHNETYQNNVKQVRRLLEAKQEKSMYGVYNTFTTEERWALHPCSKSDPMYSMKRRKNIHACTICGKMFPSQSKLDRHVLIHTGQRPFKCVLCTKSFRQSTHLKIHQLTHSEERPFQCCFCQKGFKIQSKLLKHKQIHTRNKAFRALLLKKRRTESRPLPNKLNANQGGFENGEIGESEENNPLDVHSIYIVPFQCPKCE.... The miRNA is hsa-miR-7977 with sequence UUCCCAGCCAACGCACCA. (4) The miRNA is mmu-miR-761 with sequence GCAGCAGGGUGAAACUGACACA. The protein sequence of the target gene is MTGLSMDGGGSPKGDVDPFYYDYETVRNGGLIFAGLAFIVGLLILLSRRFRCGGNKKRRQINEDEP. Result: 0 (no interaction). (5) The miRNA is hsa-miR-7155-5p with sequence UCUGGGGUCUUGGGCCAUC. The protein sequence of the target gene is MKLVSITLMLLGSLAFLGADTAGPDTPSQFRKKWNKWALSRGKRELQASSSYPTGLADETTVPTQTLDPFLDEQNTTGPLQASNQSEAHIRVKRYRQSMNQGSRSNGCRFGTCTFQKLAHQIYQLTDKDKDGMAPRNKISPQGYGRRRRRSLLEVLRSRTVESSQEQTHTAPGPWAHISRLFRI. Result: 0 (no interaction). (6) The miRNA is mmu-miR-324-3p with sequence CCACUGCCCCAGGUGCUGCU. The protein sequence of the target gene is MVLPTVLILLLSWAAGLGGQYGNPLNKYIRHYEGLSYNVDSLHQKHQRAKRAVSHEDQFLLLDFHAHGRQFNLRMKRDTSLFSDEFKVETSNKVLDYDTSHIYTGHIYGEEGSFSHGSVIDGRFEGFIKTRGGTFYIEPAERYIKDRILPFHSVIYHEDDINYPHKYGPQGGCADHSVFERMRKYQMTGVEEGARAHPEKHAASSGPELLRKKRTTLAERNTCQLYIQTDHLFFKYYGTREAVIAQISSHVKAIDTIYQTTDFSGIRNISFMVKRIRINTTSDEKDPTNPFRFPNIGVEK.... Result: 1 (interaction). (7) The miRNA is mmu-miR-672-3p with sequence ACACACAGUCACUAUCUUCGA. The protein sequence of the target gene is MAYRGQGQKVQKVMVQPINLIFRYLQNRSRIQVWLYEQVNMRIEGCIIGFDEYMNLVLDDAEEIHSKTKSRKQLGRIMLKGDNITLLQSVSN. Result: 0 (no interaction). (8) The miRNA is mmu-miR-3474 with sequence CCCUGGGAGGAGACGUGGAUUC. The protein sequence of the target gene is MATSLGSNTYNRQNWEDADFPILCQTCLGENPYIRMTKEKYGKECKICARPFTVFRWCPGVRMRFKKTEVCQTCSKLKNVCQTCLLDLEYGLPIQVRDAGLSFKDDMPKSDVNKEYYTQNMEREISNSDGTRPVGMLGKATSTSDMLLKLARTTPYYKRNRPHICSFWVKGECKRGEECPYRHEKPTDPDDPLADQNIKDRYYGINDPVADKLLKRASTMPRLDPPEDKTITTLYVGGLGDTITETDLRNHFYQFGEIRTITVVQRQQCAFIQFATRQAAEVAAEKSFNKLIVNGRRLNV.... Result: 0 (no interaction).